Task: Predict the reaction yield, written as a fraction of the theoretical maximum amount of product (1.0 means a 100% yield; for example, 0.34 means a 34% yield).. Dataset: Reaction yield outcomes from USPTO patents with 853,638 reactions The reactants are [Cl-].O[NH3+:3].[C:4](=[O:7])([O-])[OH:5].[Na+].CS(C)=O.[CH2:13]([CH:15]([O:20][C@H:21]1[CH2:26][CH2:25][C@H:24]([N:27]2[C:32](=[O:33])[C:31]([CH2:34][C:35]3[CH:40]=[CH:39][C:38]([C:41]4[C:42]([C:47]#[N:48])=[CH:43][CH:44]=[CH:45][CH:46]=4)=[CH:37][C:36]=3[F:49])=[C:30]([CH2:50][CH2:51][CH3:52])[N:29]3[N:53]=[CH:54][N:55]=[C:28]23)[CH2:23][CH2:22]1)[C:16]([OH:19])([CH3:18])[CH3:17])[CH3:14]. The catalyst is O.C(OCC)(=O)C. The product is [CH2:13]([CH:15]([O:20][C@H:21]1[CH2:26][CH2:25][C@H:24]([N:27]2[C:32](=[O:33])[C:31]([CH2:34][C:35]3[CH:40]=[CH:39][C:38]([C:41]4[CH:46]=[CH:45][CH:44]=[CH:43][C:42]=4[C:47]4[NH:3][C:4](=[O:7])[O:5][N:48]=4)=[CH:37][C:36]=3[F:49])=[C:30]([CH2:50][CH2:51][CH3:52])[N:29]3[N:53]=[CH:54][N:55]=[C:28]23)[CH2:23][CH2:22]1)[C:16]([OH:19])([CH3:17])[CH3:18])[CH3:14]. The yield is 0.730.